From a dataset of Full USPTO retrosynthesis dataset with 1.9M reactions from patents (1976-2016). Predict the reactants needed to synthesize the given product. (1) The reactants are: C(OC([O:11][C:12]1([CH2:51][CH3:52])[C:17]2[CH:18]=[C:19]3[N:27]([C:28](=[O:29])[C:16]=2[CH2:15][O:14][C:13]1=[O:50])[CH2:26][C:25]1[C:24]([CH2:30][CH2:31][Si:32]([CH3:45])([CH3:44])[CH2:33][CH2:34][CH2:35][O:36][C:37]([C:39]2[O:40][CH:41]=[CH:42][CH:43]=2)=[O:38])=[C:23]2[CH:46]=[CH:47][CH:48]=[CH:49][C:22]2=[N:21][C:20]3=1)=O)C1C=CC=CC=1.[H][H]. Given the product [CH2:51]([C:12]1([OH:11])[C:17]2[CH:18]=[C:19]3[N:27]([C:28](=[O:29])[C:16]=2[CH2:15][O:14][C:13]1=[O:50])[CH2:26][C:25]1[C:24]([CH2:30][CH2:31][Si:32]([CH3:45])([CH3:44])[CH2:33][CH2:34][CH2:35][O:36][C:37]([C:39]2[O:40][CH:41]=[CH:42][CH:43]=2)=[O:38])=[C:23]2[CH:46]=[CH:47][CH:48]=[CH:49][C:22]2=[N:21][C:20]3=1)[CH3:52], predict the reactants needed to synthesize it. (2) The reactants are: C([O:8][C:9]1[CH:14]=[CH:13][C:12]([S:15]([N:18]2[C:24](=[O:25])[C@:23]3([CH3:26])[C@H:19]2[CH2:20][CH2:21][CH2:22]3)(=[O:17])=[O:16])=[CH:11][CH:10]=1)C1C=CC=CC=1. Given the product [OH:8][C:9]1[CH:14]=[CH:13][C:12]([S:15]([N:18]2[C:24](=[O:25])[C@:23]3([CH3:26])[C@H:19]2[CH2:20][CH2:21][CH2:22]3)(=[O:17])=[O:16])=[CH:11][CH:10]=1, predict the reactants needed to synthesize it. (3) The reactants are: [C:1]([C:3]1[CH:4]=[C:5]([CH2:14][C:15]2[CH:16]=[C:17]([CH:22]=[CH:23][N:24]=2)[C:18](OC)=[O:19])[CH:6]=[C:7]2[C:12]=1[N:11]=[CH:10][C:9]([CH3:13])=[CH:8]2)#[N:2].O[Li].O.Cl.[NH2:29][CH2:30][C:31]1[C:32]([CH3:39])=[CH:33][C:34]([NH2:38])=[N:35][C:36]=1[CH3:37].C1C=CC2N(O)N=NC=2C=1.CCN=C=NCCCN(C)C.CCN(CC)CC. Given the product [NH2:38][C:34]1[N:35]=[C:36]([CH3:37])[C:31]([CH2:30][NH:29][C:18](=[O:19])[C:17]2[CH:22]=[CH:23][N:24]=[C:15]([CH2:14][C:5]3[CH:6]=[C:7]4[C:12](=[C:3]([C:1]#[N:2])[CH:4]=3)[N:11]=[CH:10][C:9]([CH3:13])=[CH:8]4)[CH:16]=2)=[C:32]([CH3:39])[CH:33]=1, predict the reactants needed to synthesize it. (4) Given the product [F:19][C:20]1[CH:25]=[CH:24][C:23]([S:26]([N:4]2[CH2:5][CH2:6][N:1]([C:7]3[CH:16]=[CH:15][CH:14]=[C:13]4[C:8]=3[C:9]([NH2:18])=[N:10][C:11]([NH2:17])=[N:12]4)[CH2:2][CH2:3]2)(=[O:28])=[O:27])=[CH:22][CH:21]=1, predict the reactants needed to synthesize it. The reactants are: [N:1]1([C:7]2[CH:16]=[CH:15][CH:14]=[C:13]3[C:8]=2[C:9]([NH2:18])=[N:10][C:11]([NH2:17])=[N:12]3)[CH2:6][CH2:5][NH:4][CH2:3][CH2:2]1.[F:19][C:20]1[CH:25]=[CH:24][C:23]([S:26](Cl)(=[O:28])=[O:27])=[CH:22][CH:21]=1. (5) Given the product [C:1]([O-:6])(=[O:5])[C:2]([CH3:4])=[CH2:3].[Fe+2:7].[C:1]([O-:6])(=[O:5])[C:2]([CH3:4])=[CH2:3], predict the reactants needed to synthesize it. The reactants are: [C:1]([OH:6])(=[O:5])[C:2]([CH3:4])=[CH2:3].[Fe:7].[N+]([O-])([O-])=O.[Fe+2].[N+]([O-])([O-])=O. (6) Given the product [C:20]([O:19][C:17]([N:12]1[CH2:13][CH2:14][CH2:15][CH2:16][NH:11]1)=[O:18])([CH3:23])([CH3:21])[CH3:22], predict the reactants needed to synthesize it. The reactants are: C(OC([N:11]1[CH2:16][CH2:15][CH2:14][CH2:13][N:12]1[C:17]([O:19][C:20]([CH3:23])([CH3:22])[CH3:21])=[O:18])=O)C1C=CC=CC=1. (7) Given the product [CH3:1][O:2][C:3]([C:5]1[C:10]2[S:11][C:12]([CH3:14])=[C:13]([Br:15])[C:9]=2[CH:8]=[CH:7][CH:6]=1)=[O:4], predict the reactants needed to synthesize it. The reactants are: [CH3:1][O:2][C:3]([C:5]1[C:10]2[S:11][C:12]([CH3:14])=[CH:13][C:9]=2[CH:8]=[CH:7][CH:6]=1)=[O:4].[Br:15]Br. (8) Given the product [OH:18][CH2:17][C@@H:16]1[CH2:20][CH2:21][CH2:22][N:14]([C:7]([O:9][C:10]([CH3:13])([CH3:12])[CH3:11])=[O:8])[CH2:15]1, predict the reactants needed to synthesize it. The reactants are: B.O1CCCC1.[C:7]([N:14]1[CH2:22][CH2:21][CH2:20][C@@H:16]([C:17](O)=[O:18])[CH2:15]1)([O:9][C:10]([CH3:13])([CH3:12])[CH3:11])=[O:8].[OH-].[Na+]. (9) Given the product [Br:10][C:5]1[N:4]=[C:3]([O:2][CH3:1])[C:8]([NH2:9])=[CH:7][CH:6]=1, predict the reactants needed to synthesize it. The reactants are: [CH3:1][O:2][C:3]1[C:8]([NH2:9])=[CH:7][CH:6]=[CH:5][N:4]=1.[Br:10]N1C(=O)CCC1=O.O.